From a dataset of Reaction yield outcomes from USPTO patents with 853,638 reactions. Predict the reaction yield, written as a fraction of the theoretical maximum amount of product (1.0 means a 100% yield; for example, 0.34 means a 34% yield). (1) The reactants are [Cl:1][C:2]1[CH:7]=[CH:6][C:5]([NH:8][C:9]2[S:10][CH:11]=[C:12]([C:14]([OH:16])=[O:15])[N:13]=2)=[CH:4][C:3]=1[O:17][CH3:18].[Cl:19][C:20]1[CH:28]=[C:27]([Cl:29])[CH:26]=[CH:25][C:21]=1[C:22](Cl)=[O:23].C(=O)([O-])[O-].[K+].[K+]. The catalyst is C1COCC1. The product is [Cl:19][C:20]1[CH:28]=[C:27]([Cl:29])[CH:26]=[CH:25][C:21]=1[C:22]([N:8]([C:5]1[CH:6]=[CH:7][C:2]([Cl:1])=[C:3]([O:17][CH3:18])[CH:4]=1)[C:9]1[S:10][CH:11]=[C:12]([C:14]([OH:16])=[O:15])[N:13]=1)=[O:23]. The yield is 0.720. (2) The reactants are [Cl:1][C:2]1[CH:8]=[C:7]([I:9])[CH:6]=[CH:5][C:3]=1[NH2:4].O.[C:11](Cl)(Cl)=[S:12]. The catalyst is C(Cl)Cl. The product is [Cl:1][C:2]1[CH:8]=[C:7]([I:9])[CH:6]=[CH:5][C:3]=1[N:4]=[C:11]=[S:12]. The yield is 0.860. (3) The reactants are CN(C=O)C.C(Cl)(=O)C(Cl)=O.[OH:12][C:13]1[C:18](=[O:19])[CH:17]=[CH:16][N:15]([CH3:20])[C:14]=1[CH:21](O)[C:22]([F:25])([F:24])[F:23].CCN(CC)CC.[CH3:34][NH:35][CH2:36][C:37]#[CH:38]. The catalyst is C(#N)C. The product is [OH:12][C:13]1[C:18](=[O:19])[CH:17]=[CH:16][N:15]([CH3:20])[C:14]=1[CH:21]([N:35]([CH3:34])[CH2:36][C:37]#[CH:38])[C:22]([F:25])([F:24])[F:23]. The yield is 0.464. (4) The reactants are [C:1]1([P:7]([C:41]2[CH:46]=[CH:45][CH:44]=[CH:43][CH:42]=2)[C-:8]2[CH:12]=[CH:11][C:10](CCCCC(C)(CCC3OCCCO3)C)=[C:9]2[P:28]([C:35]2[CH:40]=[CH:39][CH:38]=[CH:37][CH:36]=2)[C:29]2[CH:34]=[CH:33][CH:32]=[CH:31][CH:30]=2)[CH:6]=[CH:5][CH:4]=[CH:3][CH:2]=1.[CH:47]([P:50]([CH:56]([CH3:58])[CH3:57])[C-:51]1[CH:55]=[CH:54][CH:53]=[CH:52]1)([CH3:49])[CH3:48].[Fe+2:59].Cl.C(=O)([O-])O.[Na+].[CH2:66]1[CH2:70][O:69][CH2:68][CH2:67]1. No catalyst specified. The product is [C:1]1([P:7]([C:41]2[CH:42]=[CH:43][CH:44]=[CH:45][CH:46]=2)[C-:8]2[CH:12]=[C:11]([C:67]([CH3:68])([CH2:66][CH:70]=[O:69])[CH3:47])[CH:10]=[C:9]2[P:28]([C:35]2[CH:40]=[CH:39][CH:38]=[CH:37][CH:36]=2)[C:29]2[CH:34]=[CH:33][CH:32]=[CH:31][CH:30]=2)[CH:6]=[CH:5][CH:4]=[CH:3][CH:2]=1.[CH:56]([P:50]([CH:47]([CH3:49])[CH3:48])[C-:51]1[CH:55]=[CH:54][CH:53]=[CH:52]1)([CH3:58])[CH3:57].[Fe+2:59]. The yield is 0.670. (5) The reactants are [CH2:1]([CH:4]1[CH2:8][N:7]([CH2:9][C:10]2[N:11]=[CH:12][N:13](C(C3C=CC=CC=3)(C3C=CC=CC=3)C3C=CC=CC=3)[CH:14]=2)[C:6](=[O:34])[CH2:5]1)[CH2:2][CH3:3]. The catalyst is CC(O)=O.O. The product is [NH:13]1[CH:14]=[C:10]([CH2:9][N:7]2[CH2:8][CH:4]([CH2:1][CH2:2][CH3:3])[CH2:5][C:6]2=[O:34])[N:11]=[CH:12]1. The yield is 0.880. (6) The reactants are C([O:3][C:4]([C:6]1[C:7]([C:12]2[CH:17]=[CH:16][C:15]([F:18])=[CH:14][N:13]=2)=[N:8][O:9][C:10]=1[CH3:11])=O)C.[H-].[Al+3].[Li+].[H-].[H-].[H-].O.[OH-].[Na+]. The catalyst is C1COCC1. The product is [F:18][C:15]1[CH:16]=[CH:17][C:12]([C:7]2[C:6]([CH2:4][OH:3])=[C:10]([CH3:11])[O:9][N:8]=2)=[N:13][CH:14]=1. The yield is 0.710.